Predict the product of the given reaction. From a dataset of Forward reaction prediction with 1.9M reactions from USPTO patents (1976-2016). (1) Given the reactants CC1C=CC(C([O:8][C@@H:9]2[C@@H:13]([CH2:14][O:15]C(=O)C3C=CC(C)=CC=3)[O:12][CH:11]([C:25]3[CH:30]=[CH:29][C:28]([CH2:31][CH2:32][NH:33][C:34](=[O:55])[CH2:35][CH2:36][CH2:37][C:38]([NH:40][C:41]4[CH:46]=[CH:45][C:44](/[CH:47]=[CH:48]/[C:49]5[CH:54]=[CH:53][CH:52]=[CH:51][CH:50]=5)=[CH:43][CH:42]=4)=[O:39])=[CH:27][CH:26]=3)[CH2:10]2)=O)=CC=1.CO[Na].CO.[NH4+].[Cl-], predict the reaction product. The product is: [CH:11]1([C:25]2[CH:26]=[CH:27][C:28]([CH2:31][CH2:32][NH:33][C:34](=[O:55])[CH2:35][CH2:36][CH2:37][C:38]([NH:40][C:41]3[CH:42]=[CH:43][C:44](/[CH:47]=[CH:48]/[C:49]4[CH:54]=[CH:53][CH:52]=[CH:51][CH:50]=4)=[CH:45][CH:46]=3)=[O:39])=[CH:29][CH:30]=2)[O:12][C@H:13]([CH2:14][OH:15])[C@@H:9]([OH:8])[CH2:10]1. (2) The product is: [C:8]([C:7]1[CH:6]=[CH:5][C:4]([NH:10][C@@H:11]2[CH2:16][CH2:15][CH2:14][CH2:13][C@@H:12]2[NH:17][C:18](=[O:24])[O:19][C:20]([CH3:23])([CH3:22])[CH3:21])=[CH:3][C:2]=1[NH:29][C:28]1[CH:30]=[C:31]([CH3:33])[CH:32]=[C:26]([CH3:25])[CH:27]=1)#[N:9]. Given the reactants Br[C:2]1[CH:3]=[C:4]([NH:10][C@@H:11]2[CH2:16][CH2:15][CH2:14][CH2:13][C@@H:12]2[NH:17][C:18](=[O:24])[O:19][C:20]([CH3:23])([CH3:22])[CH3:21])[CH:5]=[CH:6][C:7]=1[C:8]#[N:9].[CH3:25][C:26]1[CH:27]=[C:28]([CH:30]=[C:31]([CH3:33])[CH:32]=1)[NH2:29].C1C=CC(P(C2C(C3C(P(C4C=CC=CC=4)C4C=CC=CC=4)=CC=C4C=3C=CC=C4)=C3C(C=CC=C3)=CC=2)C2C=CC=CC=2)=CC=1.C([O-])([O-])=O.[K+].[K+], predict the reaction product. (3) Given the reactants [C:1]1([C:17]2[CH:22]=[CH:21][CH:20]=[CH:19][CH:18]=2)[CH:6]=[CH:5][C:4]([CH:7]([C:12]2([OH:16])[CH2:15][O:14][CH2:13]2)[S:8]([NH2:11])(=[O:10])=[O:9])=[CH:3][CH:2]=1.[CH2:23]([O:25][C:26](OCC)(OCC)OCC)C, predict the reaction product. The product is: [C:1]1([C:17]2[CH:18]=[CH:19][CH:20]=[CH:21][CH:22]=2)[CH:2]=[CH:3][C:4]([CH:7]2[C:12]3([CH2:13][O:14][CH2:15]3)[O:16][C:23]([O:25][CH3:26])=[N:11][S:8]2(=[O:10])=[O:9])=[CH:5][CH:6]=1. (4) Given the reactants Br[C:2]1[CH:3]=[C:4]2[C@@:15]3([C:23]4[C:18](=[N:19][CH:20]=[CH:21][CH:22]=4)[C:17]([NH2:24])=[N:16]3)[C:14]3[CH:13]=[C:12]([Cl:25])[N:11]=[C:10]([F:26])[C:9]=3[O:8][C:5]2=[CH:6][CH:7]=1.[C:27]([OH:33])([C:29]([F:32])([F:31])[F:30])=[O:28], predict the reaction product. The product is: [F:30][C:29]([F:32])([F:31])[C:27]([OH:33])=[O:28].[Cl:25][C:12]1[N:11]=[C:10]([F:26])[C:9]2[O:8][C:5]3[C:4]([C@@:15]4([C:23]5[C:18](=[N:19][CH:20]=[CH:21][CH:22]=5)[C:17]([NH2:24])=[N:16]4)[C:14]=2[CH:13]=1)=[CH:3][C:2]([C:27]1[C:29]([F:32])=[N:11][CH:10]=[CH:9][CH:14]=1)=[CH:7][CH:6]=3. (5) Given the reactants [Cl:1][C:2]1[CH:26]=[CH:25][C:5]([CH2:6][C:7]2[C:8]([C@H:13]3[CH2:17][CH2:16][CH2:15][N:14]3[C:18](OC(C)(C)C)=[O:19])=[N:9][N:10]([CH3:12])[CH:11]=2)=[CH:4][CH:3]=1.CCN(C(C)C)C(C)C.[N:36]([C:39]1[CH:44]=[CH:43][C:42]([C:45]([F:48])([F:47])[F:46])=[CH:41][CH:40]=1)=C=O, predict the reaction product. The product is: [Cl:1][C:2]1[CH:26]=[CH:25][C:5]([CH2:6][C:7]2[C:8]([C@H:13]3[CH2:17][CH2:16][CH2:15][N:14]3[C:18]([NH:36][C:39]3[CH:44]=[CH:43][C:42]([C:45]([F:46])([F:47])[F:48])=[CH:41][CH:40]=3)=[O:19])=[N:9][N:10]([CH3:12])[CH:11]=2)=[CH:4][CH:3]=1. (6) Given the reactants P([O-])([O-])([O-])=O.[K+].[K+].[K+].COC(C)(C)C.[NH2:15][CH:16]([C:24]1[CH:29]=[CH:28][C:27]([CH3:30])=[CH:26][CH:25]=1)[CH2:17][C:18]([O:20]CCC)=[O:19], predict the reaction product. The product is: [NH2:15][CH:16]([C:24]1[CH:25]=[CH:26][C:27]([CH3:30])=[CH:28][CH:29]=1)[CH2:17][C:18]([OH:20])=[O:19].